This data is from Full USPTO retrosynthesis dataset with 1.9M reactions from patents (1976-2016). The task is: Predict the reactants needed to synthesize the given product. (1) Given the product [C:16]([C:15]1[CH:14]=[CH:13][C:12]([C:10]2[N:11]=[C:7]([N:6]3[C:5]([CH3:21])([CH3:20])[CH2:4][O:3]/[C:2]/3=[N:1]\[C:22]#[N:24])[S:8][CH:9]=2)=[CH:19][CH:18]=1)#[N:17], predict the reactants needed to synthesize it. The reactants are: [NH:1]=[C:2]1[N:6]([C:7]2[S:8][CH:9]=[C:10]([C:12]3[CH:19]=[CH:18][C:15]([C:16]#[N:17])=[CH:14][CH:13]=3)[N:11]=2)[C:5]([CH3:21])([CH3:20])[CH2:4][O:3]1.[CH2:22]([N:24](CC)CC)C.N#CBr. (2) Given the product [F:18][C:15]([F:16])([F:17])[C:6]1[CH:5]=[C:4]([C:3]([F:2])([F:19])[F:20])[C:12]2[NH:11][C:10]([CH2:13][NH:14][S:31]([CH3:30])(=[O:33])=[O:32])=[N:9][C:8]=2[CH:7]=1, predict the reactants needed to synthesize it. The reactants are: Cl.[F:2][C:3]([F:20])([F:19])[C:4]1[C:12]2[N:11]=[C:10]([CH2:13][NH2:14])[NH:9][C:8]=2[CH:7]=[C:6]([C:15]([F:18])([F:17])[F:16])[CH:5]=1.CCN(C(C)C)C(C)C.[CH3:30][S:31](Cl)(=[O:33])=[O:32]. (3) The reactants are: [Li+].[OH-].C[O:4][C:5](=[O:23])[CH2:6][C:7]1[CH:12]=[CH:11][CH:10]=[CH:9][C:8]=1[S:13][C:14]1[C:22]2[C:17](=[CH:18][CH:19]=[CH:20][CH:21]=2)[NH:16][CH:15]=1.C1COCC1.O.Cl. Given the product [NH:16]1[C:17]2[C:22](=[CH:21][CH:20]=[CH:19][CH:18]=2)[C:14]([S:13][C:8]2[CH:9]=[CH:10][CH:11]=[CH:12][C:7]=2[CH2:6][C:5]([OH:23])=[O:4])=[CH:15]1, predict the reactants needed to synthesize it. (4) Given the product [CH3:1][O:2][C:3]1[CH:4]=[C:5]([CH2:11][CH:12]([NH2:28])[CH2:13][C:14]2[CH:19]=[CH:18][CH:17]=[CH:16][CH:15]=2)[CH:6]=[CH:7][C:8]=1[O:9][CH3:10], predict the reactants needed to synthesize it. The reactants are: [CH3:1][O:2][C:3]1[CH:4]=[C:5]([CH2:11][C:12](=O)[CH2:13][C:14]2[CH:19]=[CH:18][CH:17]=[CH:16][CH:15]=2)[CH:6]=[CH:7][C:8]=1[O:9][CH3:10].C([O-])(=O)C.[NH4+].[BH3-]C#[N:28].[Na+].[OH-].[Na+]. (5) Given the product [CH2:14]([CH:21]1[CH2:26][CH2:25][N:24]([C:4](=[O:5])[C:3]2[CH:7]=[CH:8][C:9]([N+:11]([O-:13])=[O:12])=[CH:10][C:2]=2[OH:1])[CH2:23][CH2:22]1)[C:15]1[CH:20]=[CH:19][CH:18]=[CH:17][CH:16]=1, predict the reactants needed to synthesize it. The reactants are: [OH:1][C:2]1[CH:10]=[C:9]([N+:11]([O-:13])=[O:12])[CH:8]=[CH:7][C:3]=1[C:4](Cl)=[O:5].[CH2:14]([CH:21]1[CH2:26][CH2:25][NH:24][CH2:23][CH2:22]1)[C:15]1[CH:20]=[CH:19][CH:18]=[CH:17][CH:16]=1.